Predict the reactants needed to synthesize the given product. From a dataset of Full USPTO retrosynthesis dataset with 1.9M reactions from patents (1976-2016). (1) Given the product [CH:1]([O:5][C:6]([N:8]1[CH2:13][CH2:12][CH:11]([SH:14]([C:39]2[CH:40]=[CH:41][C:42]([S:44]([CH3:47])(=[O:46])=[O:45])=[CH:43][C:38]=2[F:37])[C:15]2[N:20]=[CH:19][N:18]=[C:17]3[NH:21][N:22]=[CH:23][C:16]=23)[CH2:10][CH2:9]1)=[O:7])([CH3:3])[CH3:4], predict the reactants needed to synthesize it. The reactants are: [C:1]([O:5][C:6]([N:8]1[CH2:13][CH2:12][CH:11]([S:14][C:15]2[N:20]=[CH:19][N:18]=[C:17]3[N:21](C4C=CC(S(C)(=O)=O)=CC=4F)[N:22]=[CH:23][C:16]=23)[CH2:10][CH2:9]1)=[O:7])([CH3:4])([CH3:3])C.Cl.Cl.[F:37][C:38]1[CH:43]=[C:42]([S:44]([CH3:47])(=[O:46])=[O:45])[CH:41]=[CH:40][C:39]=1N1C2=NC=NC(SC3CCNCC3)=C2C=N1.C(N(CC)CC)C.ClC(OC(C)C)=O. (2) Given the product [C:1]([C:9]1[CH:17]=[CH:16][C:12]([C:13]([Cl:21])=[O:14])=[CH:11][CH:10]=1)(=[O:8])[C:2]1[CH:7]=[CH:6][CH:5]=[CH:4][CH:3]=1, predict the reactants needed to synthesize it. The reactants are: [C:1]([C:9]1[CH:17]=[CH:16][C:12]([C:13](O)=[O:14])=[CH:11][CH:10]=1)(=[O:8])[C:2]1[CH:7]=[CH:6][CH:5]=[CH:4][CH:3]=1.C(Cl)(=O)C([Cl:21])=O.